This data is from Catalyst prediction with 721,799 reactions and 888 catalyst types from USPTO. The task is: Predict which catalyst facilitates the given reaction. (1) Product: [O:1]=[C:2]1[C:7]([CH:8]2[CH2:13][CH2:12][N:11]([C:14]([O:16][CH2:17][C:18]3[CH:19]=[CH:20][CH:21]=[CH:22][CH:23]=3)=[O:15])[CH2:10][CH2:9]2)=[CH:6][C:5]([C:24]2[CH:29]=[CH:28][CH:27]=[CH:26][CH:25]=2)=[N:4][NH:3]1. The catalyst class is: 879. Reactant: [O:1]=[C:2]1[CH:7]([CH:8]2[CH2:13][CH2:12][N:11]([C:14]([O:16][CH2:17][C:18]3[CH:23]=[CH:22][CH:21]=[CH:20][CH:19]=3)=[O:15])[CH2:10][CH2:9]2)[CH2:6][C:5]([C:24]2[CH:29]=[CH:28][CH:27]=[CH:26][CH:25]=2)=[N:4][NH:3]1. (2) Reactant: [C:1]([C:4]1[CH:5]=[C:6]([C:11]2[C:16]([C:17]([O:19][CH3:20])=[O:18])=[CH:15][C:14]([Cl:21])=[CH:13][N:12]=2)[CH:7]=[CH:8][C:9]=1[Cl:10])([OH:3])=O.F[B-](F)(F)F.N1(OC(N(C)C)=[N+](C)C)C2C=CC=CC=2N=N1.Cl.[CH:45]1([CH2:51][CH2:52][NH2:53])[CH2:50][CH2:49][CH2:48][CH2:47][CH2:46]1.Cl. Product: [Cl:21][C:14]1[CH:15]=[C:16]([C:17]([O:19][CH3:20])=[O:18])[C:11]([C:6]2[CH:7]=[CH:8][C:9]([Cl:10])=[C:4]([C:1]([NH:53][CH2:52][CH2:51][CH:45]3[CH2:50][CH2:49][CH2:48][CH2:47][CH2:46]3)=[O:3])[CH:5]=2)=[N:12][CH:13]=1. The catalyst class is: 236. (3) Reactant: [O:1]1[CH2:6][CH:5]=[C:4]([C:7]2[CH:12]=[C:11]([CH3:13])[C:10]([C:14]3[CH:15]=[CH:16][C:17]4[C:18]5[N:38]([CH:39]6[CH2:44][CH2:43][O:42][CH2:41][CH2:40]6)[N:37]=[CH:36][C:19]=5[C:20](=[O:35])[N:21](CC5C=CC(OC)=CC=5OC)[C:22]=4[CH:23]=3)=[C:9]([CH3:45])[CH:8]=2)[CH2:3][CH2:2]1.C1COCC1.[H][H]. Product: [CH3:13][C:11]1[CH:12]=[C:7]([CH:4]2[CH2:3][CH2:2][O:1][CH2:6][CH2:5]2)[CH:8]=[C:9]([CH3:45])[C:10]=1[C:14]1[CH:15]=[CH:16][C:17]2[C:18]3[N:38]([CH:39]4[CH2:44][CH2:43][O:42][CH2:41][CH2:40]4)[N:37]=[CH:36][C:19]=3[C:20](=[O:35])[NH:21][C:22]=2[CH:23]=1. The catalyst class is: 178. (4) The catalyst class is: 62. Reactant: C1(P(C2CCCCC2)C2CCCCC2)CCCCC1.Br[C:21]1[C:33]2[C:32]3[C:27](=[CH:28][C:29]([C:34]([N:36]4[CH2:41][CH2:40][N:39]([CH3:42])[CH2:38][CH2:37]4)=[O:35])=[CH:30][CH:31]=3)[NH:26][C:25]=2[C:24]([C:43]([NH2:45])=[O:44])=[CH:23][CH:22]=1.[CH3:46][C:47]1([CH3:63])[C:51]([CH3:53])([CH3:52])[O:50][B:49]([B:49]2[O:50][C:51]([CH3:53])([CH3:52])[C:47]([CH3:63])([CH3:46])[O:48]2)[O:48]1.C([O-])(=O)C.[K+]. Product: [CH3:42][N:39]1[CH2:40][CH2:41][N:36]([C:34]([C:29]2[CH:28]=[C:27]3[C:32]([C:33]4[C:21]([B:49]5[O:50][C:51]([CH3:53])([CH3:52])[C:47]([CH3:63])([CH3:46])[O:48]5)=[CH:22][CH:23]=[C:24]([C:43]([NH2:45])=[O:44])[C:25]=4[NH:26]3)=[CH:31][CH:30]=2)=[O:35])[CH2:37][CH2:38]1. (5) Product: [F:22][C:9]([F:23])([C:10]1[CH:15]=[CH:14][C:13]([CH2:16][CH2:17][CH2:18][CH2:19][CH2:20][OH:21])=[CH:12][CH:11]=1)[O:8][C:7]1[CH:24]=[CH:25][C:4]([O:3][C:2]([F:1])([F:39])[C:27]2[CH:28]=[CH:29][C:30]([CH2:33][CH2:34][CH2:35][CH2:36][CH2:37][OH:38])=[CH:31][CH:32]=2)=[C:5]([CH3:26])[CH:6]=1. The catalyst class is: 1. Reactant: [F:1][C:2]([F:39])([C:27]1[CH:32]=[CH:31][C:30]([C:33]#[C:34][CH2:35][CH2:36][CH2:37][OH:38])=[CH:29][CH:28]=1)[O:3][C:4]1[CH:25]=[CH:24][C:7]([O:8][C:9]([F:23])([F:22])[C:10]2[CH:15]=[CH:14][C:13]([C:16]#[C:17][CH2:18][CH2:19][CH2:20][OH:21])=[CH:12][CH:11]=2)=[CH:6][C:5]=1[CH3:26]. (6) Reactant: [NH2:1][C:2]1[N:7]=[C:6]([NH2:8])[CH:5]=[C:4]([OH:9])[N:3]=1.C(O[Na])(C)=O.Br[CH:16]([CH:20]([CH3:22])[CH3:21])[CH2:17]C=O. Product: [NH2:1][C:2]1[NH:3][C:4](=[O:9])[C:5]2[C:16]([CH:20]([CH3:22])[CH3:21])=[CH:17][NH:8][C:6]=2[N:7]=1. The catalyst class is: 144. (7) Reactant: [C:1]1([C:7]2[C:16]3[C:11](=[CH:12][CH:13]=[CH:14][CH:15]=3)[CH:10]=[N:9][CH:8]=2)[CH:6]=[CH:5][CH:4]=[CH:3][CH:2]=1.ClC1C=CC=C(C(OO)=[O:25])C=1.C(OCC)(=O)C. Product: [C:1]1([C:7]2[C:16]3[C:11](=[CH:12][CH:13]=[CH:14][CH:15]=3)[CH:10]=[N+:9]([O-:25])[CH:8]=2)[CH:2]=[CH:3][CH:4]=[CH:5][CH:6]=1. The catalyst class is: 4. (8) Reactant: C(=O)([O-])[O-].[Cs+].[Cs+].[Br:7][C:8]1[CH:9]=[C:10]2[C:16]3([CH2:21][CH2:20][S:19][CH2:18][CH2:17]3)[C:15](=[O:22])[NH:14][C:11]2=[CH:12][CH:13]=1.Br[CH2:24][C:25]([O:27][CH2:28][CH3:29])=[O:26].O. Product: [Br:7][C:8]1[CH:9]=[C:10]2[C:16]3([CH2:17][CH2:18][S:19][CH2:20][CH2:21]3)[C:15](=[O:22])[N:14]([CH2:24][C:25]([O:27][CH2:28][CH3:29])=[O:26])[C:11]2=[CH:12][CH:13]=1. The catalyst class is: 3. (9) Reactant: [OH-].[Na+].C[O:4][C:5]([C:7]1[C:8]([C:13]2[CH:18]=[CH:17][CH:16]=[C:15]([CH2:19][NH:20][C:21](=[O:32])[CH:22]([NH:24][C:25]([O:27][C:28]([CH3:31])([CH3:30])[CH3:29])=[O:26])[CH3:23])[CH:14]=2)=[CH:9][CH:10]=[CH:11][CH:12]=1)=[O:6]. The catalyst class is: 5. Product: [C:28]([O:27][C:25]([NH:24][CH:22]([CH3:23])[C:21]([NH:20][CH2:19][C:15]1[CH:14]=[C:13]([C:8]2[C:7]([C:5]([OH:6])=[O:4])=[CH:12][CH:11]=[CH:10][CH:9]=2)[CH:18]=[CH:17][CH:16]=1)=[O:32])=[O:26])([CH3:31])([CH3:29])[CH3:30]. (10) Reactant: [Cl:1][C:2]1[CH:7]=[CH:6][C:5]([Cl:8])=[CH:4][C:3]=1[CH2:9][N:10]1[C:15](=[O:16])[CH:14]=[CH:13][CH:12]=[C:11]1[C:17]([OH:19])=O.C(Cl)(=O)C([Cl:23])=O. Product: [Cl:1][C:2]1[CH:7]=[CH:6][C:5]([Cl:8])=[CH:4][C:3]=1[CH2:9][N:10]1[C:15](=[O:16])[CH:14]=[CH:13][CH:12]=[C:11]1[C:17]([Cl:23])=[O:19]. The catalyst class is: 4.